This data is from Peptide-MHC class I binding affinity with 185,985 pairs from IEDB/IMGT. The task is: Regression. Given a peptide amino acid sequence and an MHC pseudo amino acid sequence, predict their binding affinity value. This is MHC class I binding data. (1) The peptide sequence is AIKCVDIVK. The MHC is HLA-A02:01 with pseudo-sequence HLA-A02:01. The binding affinity (normalized) is 0.0847. (2) The peptide sequence is VWLSVIWM. The MHC is H-2-Kb with pseudo-sequence H-2-Kb. The binding affinity (normalized) is 0.631. (3) The peptide sequence is TENILTVLL. The MHC is HLA-B44:03 with pseudo-sequence HLA-B44:03. The binding affinity (normalized) is 0.458. (4) The peptide sequence is DTGCRIDGY. The MHC is HLA-A69:01 with pseudo-sequence HLA-A69:01. The binding affinity (normalized) is 0.0847. (5) The peptide sequence is TAGSAMGAA. The MHC is Mamu-A2201 with pseudo-sequence Mamu-A2201. The binding affinity (normalized) is 0. (6) The peptide sequence is QNSRGDKQR. The binding affinity (normalized) is 0.0286. The MHC is HLA-A03:01 with pseudo-sequence HLA-A03:01. (7) The peptide sequence is EAYCALLCK. The MHC is HLA-A11:01 with pseudo-sequence HLA-A11:01. The binding affinity (normalized) is 0.0847.